This data is from Forward reaction prediction with 1.9M reactions from USPTO patents (1976-2016). The task is: Predict the product of the given reaction. (1) Given the reactants [C:1]([O:5][C:6]([N:8]1[C:16]2[C:11](=[CH:12][CH:13]=[C:14]([NH2:17])[CH:15]=2)[C:10]([C:18]2[CH:23]=[CH:22][CH:21]=[CH:20][CH:19]=2)=[N:9]1)=[O:7])([CH3:4])([CH3:3])[CH3:2].Br[C:25]1[CH:30]=[CH:29][C:28]([F:31])=[CH:27][CH:26]=1, predict the reaction product. The product is: [C:1]([O:5][C:6]([N:8]1[C:16]2[C:11](=[CH:12][CH:13]=[C:14]([NH:17][C:25]3[CH:30]=[CH:29][C:28]([F:31])=[CH:27][CH:26]=3)[CH:15]=2)[C:10]([C:18]2[CH:23]=[CH:22][CH:21]=[CH:20][CH:19]=2)=[N:9]1)=[O:7])([CH3:4])([CH3:2])[CH3:3]. (2) Given the reactants Br[C:2]1[CH:3]=[C:4]([N:8]([CH2:19][CH2:20][CH3:21])[C:9]([NH:11][CH2:12][CH2:13][CH2:14][CH2:15][CH2:16][CH2:17][CH3:18])=[O:10])[CH:5]=[CH:6][CH:7]=1.[CH:22]([C:24]1[CH:29]=[CH:28][C:27](B(O)O)=[CH:26][CH:25]=1)=[O:23].CN(C)C=O.P([O-])([O-])([O-])=O.[K+].[K+].[K+], predict the reaction product. The product is: [CH2:19]([N:8]([C:4]1[CH:3]=[C:2]([C:27]2[CH:28]=[CH:29][C:24]([CH:22]=[O:23])=[CH:25][CH:26]=2)[CH:7]=[CH:6][CH:5]=1)[C:9]([NH:11][CH2:12][CH2:13][CH2:14][CH2:15][CH2:16][CH2:17][CH3:18])=[O:10])[CH2:20][CH3:21]. (3) The product is: [C:1]([O:19][CH2:18][C:17]([CH3:20])([CH3:21])[CH2:16][N:15]1[C:9]2[CH:8]=[CH:7][C:6]([Cl:5])=[CH:52][C:10]=2[C@@H:11]([C:42]2[CH:47]=[CH:46][CH:45]=[C:44]([O:48][CH3:49])[C:43]=2[O:50][CH3:51])[O:12][C@H:13]([CH2:23][C:24]([NH:26][C:27]2[C:28]([O:40][CH3:41])=[C:29]([O:38][CH3:39])[CH:30]=[C:31]([CH2:33][CH2:34][C:35]([OH:37])=[O:36])[CH:32]=2)=[O:25])[C:14]1=[O:22])(=[O:3])[CH3:2]. Given the reactants [C:1](Cl)(=[O:3])[CH3:2].[Cl:5][C:6]1[CH:7]=[CH:8][C:9]2[N:15]([CH2:16][C:17]([CH3:21])([CH3:20])[CH2:18][OH:19])[C:14](=[O:22])[C@@H:13]([CH2:23][C:24]([NH:26][C:27]3[C:28]([O:40][CH3:41])=[C:29]([O:38][CH3:39])[CH:30]=[C:31]([CH2:33][CH2:34][C:35]([OH:37])=[O:36])[CH:32]=3)=[O:25])[O:12][C@H:11]([C:42]3[CH:47]=[CH:46][CH:45]=[C:44]([O:48][CH3:49])[C:43]=3[O:50][CH3:51])[C:10]=2[CH:52]=1.N1C=CC=CC=1.C(OCC)(=O)C, predict the reaction product.